Dataset: Full USPTO retrosynthesis dataset with 1.9M reactions from patents (1976-2016). Task: Predict the reactants needed to synthesize the given product. (1) Given the product [Cl:18][C:17]1[C:12]([N:9]2[C:10]([CH3:11])=[C:6]([C:4]([OH:5])=[O:3])[CH:7]=[N:8]2)=[N:13][CH:14]=[C:15]([Cl:19])[CH:16]=1, predict the reactants needed to synthesize it. The reactants are: C([O:3][C:4]([C:6]1[CH:7]=[N:8][N:9]([C:12]2[C:17]([Cl:18])=[CH:16][C:15]([Cl:19])=[CH:14][N:13]=2)[C:10]=1[CH3:11])=[O:5])C.[OH-].[Na+]. (2) The reactants are: [CH2:1]([O:8][C:9]1[CH:22]=[CH:21][C:12]2[S:13][C:14]([C:17]([O:19]C)=O)=[C:15](Cl)[C:11]=2[CH:10]=1)[C:2]1[CH:7]=[CH:6][CH:5]=[CH:4][CH:3]=1.[NH2:23][CH2:24][CH2:25][SH:26].Cl.C1CCN2C(=NCCC2)CC1. Given the product [CH2:1]([O:8][C:9]1[CH:22]=[CH:21][C:12]2[S:13][C:14]3[C:17](=[O:19])[NH:23][CH2:24][CH2:25][S:26][C:15]=3[C:11]=2[CH:10]=1)[C:2]1[CH:3]=[CH:4][CH:5]=[CH:6][CH:7]=1, predict the reactants needed to synthesize it. (3) The reactants are: [N:1]([CH2:4][C@@H:5]([C:14]1[CH:23]=[CH:22][C:21]([O:24][CH2:25][C:26]2[CH:31]=[CH:30][CH:29]=[CH:28][CH:27]=2)=[C:20]2[C:15]=1[CH:16]=[CH:17][C:18](=[O:32])[NH:19]2)[O:6][Si:7]([C:10]([CH3:13])([CH3:12])[CH3:11])([CH3:9])[CH3:8])=[N+]=[N-].C1(P(C2C=CC=CC=2)C2C=CC=CC=2)C=CC=CC=1. Given the product [NH2:1][CH2:4][C@@H:5]([C:14]1[CH:23]=[CH:22][C:21]([O:24][CH2:25][C:26]2[CH:31]=[CH:30][CH:29]=[CH:28][CH:27]=2)=[C:20]2[C:15]=1[CH:16]=[CH:17][C:18](=[O:32])[NH:19]2)[O:6][Si:7]([C:10]([CH3:13])([CH3:12])[CH3:11])([CH3:9])[CH3:8], predict the reactants needed to synthesize it. (4) The reactants are: [C:1]([C:4]1[CH:9]=[CH:8][CH:7]=[CH:6][C:5]=1[N:10]([CH3:21])[C:11]([CH2:13][NH:14][C:15](=[O:20])[C:16]([CH3:19])([CH3:18])[CH3:17])=[O:12])(=[O:3])[CH3:2].[Cl:22][C:23]1[CH:24]=[C:25]([CH:28]=[CH:29][C:30]=1[Cl:31])[CH:26]=O. Given the product [Cl:22][C:23]1[CH:24]=[C:25](/[CH:26]=[CH:2]/[C:1]([C:4]2[CH:9]=[CH:8][CH:7]=[CH:6][C:5]=2[N:10]([CH3:21])[C:11]([CH2:13][NH:14][C:15](=[O:20])[C:16]([CH3:17])([CH3:19])[CH3:18])=[O:12])=[O:3])[CH:28]=[CH:29][C:30]=1[Cl:31], predict the reactants needed to synthesize it. (5) Given the product [OH:37][B:36]1[CH:19]([NH:18][C:17](=[O:49])[CH2:16][N:14]([CH3:15])[CH:11]2[CH2:12][CH2:13][NH:8][CH2:9][CH2:10]2)[CH2:20][C:21]2[CH:26]=[CH:25][CH:24]=[C:23]([C:27]([OH:29])=[O:28])[C:22]=2[O:44]1, predict the reactants needed to synthesize it. The reactants are: C(OC([N:8]1[CH2:13][CH2:12][CH:11]([N:14]([CH2:16][C:17](=[O:49])[NH:18][CH:19]([B:36]2[O:44]C3C(C)(C4CC(C3)C4(C)C)[O:37]2)[CH2:20][C:21]2[CH:26]=[CH:25][CH:24]=[C:23]([C:27]([O:29]C(C)(C)C)=[O:28])[C:22]=2OC)[CH3:15])[CH2:10][CH2:9]1)=O)(C)(C)C.B(Cl)(Cl)Cl. (6) Given the product [Cl:1][C:2]1[CH:3]=[C:4]([C:5](=[O:6])[CH3:20])[C:7]([C:10]#[C:11][C:12]2[CH:17]=[C:16]([F:18])[CH:15]=[CH:14][C:13]=2[CH3:19])=[CH:8][N:9]=1, predict the reactants needed to synthesize it. The reactants are: [Cl:1][C:2]1[CH:3]=[C:4]([C:7]([C:10]#[C:11][C:12]2[CH:17]=[C:16]([F:18])[CH:15]=[CH:14][C:13]=2[CH3:19])=[CH:8][N:9]=1)[CH:5]=[O:6].[CH3:20][Mg]Cl.CC(OI1(OC(C)=O)(OC(C)=O)OC(=O)C2C=CC=CC1=2)=O. (7) Given the product [Br:44][CH2:23][C:19]1[C:17]2[N:18]=[C:14]([C:12]3[CH:13]=[C:8]([O:7][CH2:1][CH2:2][CH2:3][CH2:4][CH2:5][CH3:6])[C:9]([C:31]4[O:32][C:33]5[CH:39]=[CH:38][C:37]([C:40]([CH3:41])([CH3:43])[CH3:42])=[CH:36][C:34]=5[N:35]=4)=[CH:10][C:11]=3[O:24][CH2:25][CH2:26][CH2:27][CH2:28][CH2:29][CH3:30])[O:15][C:16]=2[CH:22]=[CH:21][CH:20]=1, predict the reactants needed to synthesize it. The reactants are: [CH2:1]([O:7][C:8]1[CH:13]=[C:12]([C:14]2[O:15][C:16]3[CH:22]=[CH:21][CH:20]=[C:19]([CH3:23])[C:17]=3[N:18]=2)[C:11]([O:24][CH2:25][CH2:26][CH2:27][CH2:28][CH2:29][CH3:30])=[CH:10][C:9]=1[C:31]1[O:32][C:33]2[CH:39]=[CH:38][C:37]([C:40]([CH3:43])([CH3:42])[CH3:41])=[CH:36][C:34]=2[N:35]=1)[CH2:2][CH2:3][CH2:4][CH2:5][CH3:6].[Br:44]N1C(=O)CCC1=O.CC(N=NC(C#N)(C)C)(C#N)C.